Task: Predict the product of the given reaction.. Dataset: Forward reaction prediction with 1.9M reactions from USPTO patents (1976-2016) Given the reactants [CH3:1][O:2][C:3]1[C:4]([C:13]([OH:15])=O)=[CH:5][C:6]2[C:11]([CH:12]=1)=[CH:10][CH:9]=[CH:8][CH:7]=2.[Cl:16][C:17]1[CH:18]=[C:19]([C:24]2[CH:29]=[CH:28][C:27]([CH2:30][C@@H:31]([NH2:38])[C:32]3[O:36][N:35]=[C:34]([CH3:37])[N:33]=3)=[CH:26][CH:25]=2)[CH:20]=[CH:21][C:22]=1[F:23], predict the reaction product. The product is: [Cl:16][C:17]1[CH:18]=[C:19]([C:24]2[CH:29]=[CH:28][C:27]([CH2:30][C@@H:31]([NH:38][C:13]([C:4]3[C:3]([O:2][CH3:1])=[CH:12][C:11]4[C:6](=[CH:7][CH:8]=[CH:9][CH:10]=4)[CH:5]=3)=[O:15])[C:32]3[O:36][N:35]=[C:34]([CH3:37])[N:33]=3)=[CH:26][CH:25]=2)[CH:20]=[CH:21][C:22]=1[F:23].